From a dataset of Reaction yield outcomes from USPTO patents with 853,638 reactions. Predict the reaction yield, written as a fraction of the theoretical maximum amount of product (1.0 means a 100% yield; for example, 0.34 means a 34% yield). The reactants are [Cl:1][C:2]1[CH:7]=[CH:6][C:5](B(O)O)=[CH:4][CH:3]=1.Cl[C:12]1[N:17]=[CH:16][C:15]([O:18][CH3:19])=[CH:14][N:13]=1.C(=O)([O-])[O-].[K+].[K+]. The catalyst is O1CCOCC1.O.[Pd].C1(P(C2C=CC=CC=2)C2C=CC=CC=2)C=CC=CC=1.C1(P(C2C=CC=CC=2)C2C=CC=CC=2)C=CC=CC=1.C1(P(C2C=CC=CC=2)C2C=CC=CC=2)C=CC=CC=1.C1(P(C2C=CC=CC=2)C2C=CC=CC=2)C=CC=CC=1. The product is [Cl:1][C:2]1[CH:7]=[CH:6][C:5]([C:12]2[N:17]=[CH:16][C:15]([O:18][CH3:19])=[CH:14][N:13]=2)=[CH:4][CH:3]=1. The yield is 0.396.